Dataset: NCI-60 drug combinations with 297,098 pairs across 59 cell lines. Task: Regression. Given two drug SMILES strings and cell line genomic features, predict the synergy score measuring deviation from expected non-interaction effect. Drug 1: CC(C1=C(C=CC(=C1Cl)F)Cl)OC2=C(N=CC(=C2)C3=CN(N=C3)C4CCNCC4)N. Drug 2: C1=CC(=CC=C1C#N)C(C2=CC=C(C=C2)C#N)N3C=NC=N3. Cell line: HOP-62. Synergy scores: CSS=-1.37, Synergy_ZIP=1.15, Synergy_Bliss=0.0570, Synergy_Loewe=-1.34, Synergy_HSA=-2.19.